This data is from CYP1A2 inhibition data for predicting drug metabolism from PubChem BioAssay. The task is: Regression/Classification. Given a drug SMILES string, predict its absorption, distribution, metabolism, or excretion properties. Task type varies by dataset: regression for continuous measurements (e.g., permeability, clearance, half-life) or binary classification for categorical outcomes (e.g., BBB penetration, CYP inhibition). Dataset: cyp1a2_veith. The drug is S=C(Nc1ccc(Cl)cc1)NC1CC2CCCC(C1)N2C1CCCC1. The result is 0 (non-inhibitor).